Dataset: Forward reaction prediction with 1.9M reactions from USPTO patents (1976-2016). Task: Predict the product of the given reaction. Given the reactants [CH3:1][S:2]([C:5]1[CH:23]=[CH:22][C:8]([CH:9]=[C:10]2[C:19]3[C:14](=[CH:15][CH:16]=[CH:17][CH:18]=3)[CH2:13][CH2:12]/[C:11]/2=[N:20]\[OH:21])=[CH:7][CH:6]=1)(=[O:4])=[O:3].[CH2:24]([O:31][CH2:32][C:33](Cl)=[O:34])[C:25]1[CH:30]=[CH:29][CH:28]=[CH:27][CH:26]=1.C(N(CC)CC)C, predict the reaction product. The product is: [CH2:24]([O:31][CH2:32][C:33]([O:21]/[N:20]=[C:11]1/[C:10](=[CH:9][C:8]2[CH:7]=[CH:6][C:5]([S:2]([CH3:1])(=[O:4])=[O:3])=[CH:23][CH:22]=2)[C:19]2[C:14]([CH2:13][CH2:12]/1)=[CH:15][CH:16]=[CH:17][CH:18]=2)=[O:34])[C:25]1[CH:30]=[CH:29][CH:28]=[CH:27][CH:26]=1.